Dataset: Forward reaction prediction with 1.9M reactions from USPTO patents (1976-2016). Task: Predict the product of the given reaction. (1) Given the reactants [NH2:1][C:2]1[CH:3]=[C:4]([C:8]2[N:13]3[N:14]=[CH:15][C:16]([C:17]([C:19]4[S:20][CH:21]=[CH:22][CH:23]=4)=[O:18])=[C:12]3[N:11]=[CH:10][CH:9]=2)[CH:5]=[CH:6][CH:7]=1.[N+:24]([C:27]1[CH:36]=[CH:35][C:30]([CH:31]=[CH:32][CH:33]=O)=[CH:29][CH:28]=1)([O-:26])=[O:25], predict the reaction product. The product is: [N+:24]([C:27]1[CH:36]=[CH:35][C:30](/[CH:31]=[CH:32]/[CH2:33][NH:1][C:2]2[CH:3]=[C:4]([C:8]3[N:13]4[N:14]=[CH:15][C:16]([C:17]([C:19]5[S:20][CH:21]=[CH:22][CH:23]=5)=[O:18])=[C:12]4[N:11]=[CH:10][CH:9]=3)[CH:5]=[CH:6][CH:7]=2)=[CH:29][CH:28]=1)([O-:26])=[O:25]. (2) Given the reactants NC1C=CC(OC2C3C(=CC(OC)=C(OC)C=3)N=C(N)C=2)=C(F)C=1.COC1C=C2C(=CC=1OC)N=C(SC)C=C2OC1C=CC([NH:48][C:49]([C:51]2([C:54]([NH:56]C3C=CC(F)=CC=3)=[O:55])[CH2:53][CH2:52]2)=[O:50])=CC=1F, predict the reaction product. The product is: [C:51]1([C:54]([NH2:56])=[O:55])([C:49]([NH2:48])=[O:50])[CH2:53][CH2:52]1. (3) Given the reactants [NH2:1][C:2]1[CH:3]=[CH:4][C:5]([O:8][CH3:9])=[N:6][CH:7]=1.C(=O)([O-])[O-].[K+].[K+].Cl[C:17]([O:19][C:20]1[CH:25]=[CH:24][CH:23]=[CH:22][CH:21]=1)=[O:18], predict the reaction product. The product is: [C:20]1([O:19][C:17](=[O:18])[NH:1][C:2]2[CH:7]=[N:6][C:5]([O:8][CH3:9])=[CH:4][CH:3]=2)[CH:25]=[CH:24][CH:23]=[CH:22][CH:21]=1. (4) Given the reactants CS[C:3]1[NH:12][C:11](=[O:13])[C:10]2[CH2:9][CH2:8][CH2:7][CH2:6][C:5]=2[N:4]=1.[Cl:14][C:15]1[CH:20]=[CH:19][CH:18]=[CH:17][C:16]=1[N:21]1[CH2:26][CH2:25][NH:24][CH2:23][CH2:22]1, predict the reaction product. The product is: [Cl:14][C:15]1[CH:20]=[CH:19][CH:18]=[CH:17][C:16]=1[N:21]1[CH2:26][CH2:25][N:24]([C:3]2[NH:12][C:11](=[O:13])[C:10]3[CH2:9][CH2:8][CH2:7][CH2:6][C:5]=3[N:4]=2)[CH2:23][CH2:22]1. (5) Given the reactants [NH2:1][C:2]1[CH:3]=[CH:4][C:5]2[O:10][C@@:9]([CH:12]([O:15][CH3:16])[O:13][CH3:14])([CH3:11])[C@H:8]([OH:17])[C@@H:7]([N:18]3[C:22]4[CH:23]=[CH:24][CH:25]=[CH:26][C:21]=4[NH:20][C:19]3=[N:27][C:28]#[N:29])[C:6]=2[CH:30]=1.[C:31](OC(=O)C)(=[O:33])[CH3:32].C(N([CH2:43][CH3:44])CC)C.C([O-])(O)=[O:46].[Na+], predict the reaction product. The product is: [NH:1]([C:2]1[CH:3]=[CH:4][C:5]2[O:10][C@@:9]([CH:12]([O:15][CH3:16])[O:13][CH3:14])([CH3:11])[C@H:8]([O:17][C:43](=[O:46])[CH3:44])[C@@H:7]([N:18]3[C:22]4[CH:23]=[CH:24][CH:25]=[CH:26][C:21]=4[NH:20][C:19]3=[N:27][C:28]#[N:29])[C:6]=2[CH:30]=1)[C:31]([CH3:32])=[O:33].